This data is from TCR-epitope binding with 47,182 pairs between 192 epitopes and 23,139 TCRs. The task is: Binary Classification. Given a T-cell receptor sequence (or CDR3 region) and an epitope sequence, predict whether binding occurs between them. The epitope is RQLLFVVEV. The TCR CDR3 sequence is CASSLTRTGGDTQYF. Result: 1 (the TCR binds to the epitope).